From a dataset of Reaction yield outcomes from USPTO patents with 853,638 reactions. Predict the reaction yield, written as a fraction of the theoretical maximum amount of product (1.0 means a 100% yield; for example, 0.34 means a 34% yield). (1) The reactants are O.[OH-].[Li+].[Cl:4][C:5]1[N:6]=[CH:7][C:8]2[C:13]([I:14])=[CH:12][N:11]([C:15]([CH3:21])([CH3:20])[C:16]([O:18]C)=[O:17])[C:9]=2[N:10]=1. The catalyst is C1COCC1.O. The product is [Cl:4][C:5]1[N:6]=[CH:7][C:8]2[C:13]([I:14])=[CH:12][N:11]([C:15]([CH3:21])([CH3:20])[C:16]([OH:18])=[O:17])[C:9]=2[N:10]=1. The yield is 0.900. (2) The yield is 0.800. The catalyst is C1COCC1. The reactants are [H-].[H-].[H-].[H-].[Li+].[Al+3].[OH:7][C@@H:8]1[CH:12]2[C:13](=O)[NH:14][CH2:15][C:16](=O)[N:11]2[CH2:10][CH2:9]1.[OH-].[Na+]. The product is [CH2:13]1[NH:14][CH2:15][CH2:16][N:11]2[CH2:10][CH2:9][C@H:8]([OH:7])[CH:12]12.